Regression. Given two drug SMILES strings and cell line genomic features, predict the synergy score measuring deviation from expected non-interaction effect. From a dataset of NCI-60 drug combinations with 297,098 pairs across 59 cell lines. Drug 1: C1=CC(=CC=C1C#N)C(C2=CC=C(C=C2)C#N)N3C=NC=N3. Drug 2: C(CCl)NC(=O)N(CCCl)N=O. Cell line: UACC62. Synergy scores: CSS=6.00, Synergy_ZIP=0.289, Synergy_Bliss=-4.42, Synergy_Loewe=-6.37, Synergy_HSA=-5.63.